This data is from Catalyst prediction with 721,799 reactions and 888 catalyst types from USPTO. The task is: Predict which catalyst facilitates the given reaction. Reactant: C(N(CC)CC)C.Cl[C:9]1[C:18]2[C:13](=[CH:14][CH:15]=[CH:16][CH:17]=2)[N:12]=[CH:11][C:10]=1[N+:19]([O-:21])=[O:20].[NH2:22][CH2:23][CH2:24][NH:25][C:26](=[O:32])[O:27][C:28]([CH3:31])([CH3:30])[CH3:29].O. Product: [N+:19]([C:10]1[CH:11]=[N:12][C:13]2[C:18]([C:9]=1[NH:22][CH2:23][CH2:24][NH:25][C:26](=[O:32])[O:27][C:28]([CH3:30])([CH3:29])[CH3:31])=[CH:17][CH:16]=[CH:15][CH:14]=2)([O-:21])=[O:20]. The catalyst class is: 3.